This data is from Full USPTO retrosynthesis dataset with 1.9M reactions from patents (1976-2016). The task is: Predict the reactants needed to synthesize the given product. (1) Given the product [CH2:2]([N:5]1[CH:10]2[CH2:11][CH2:12][CH:6]1[CH2:7][CH:8]([N:13]1[CH2:14][CH2:15][NH:16][CH2:17][CH2:18]1)[CH2:9]2)[CH3:3], predict the reactants needed to synthesize it. The reactants are: Cl.[C:2]([N:5]1[CH:10]2[CH2:11][CH2:12][CH:6]1[CH2:7][CH:8]([N:13]1[CH2:18][CH2:17][NH:16][CH2:15][CH2:14]1)[CH2:9]2)(=O)[CH3:3].C(N1C2CCC1CC(N1CCN(C(OC(C)(C)C)=O)CC1)C2)(=O)C.[H-].[H-].[H-].[H-].[Li+].[Al+3]. (2) Given the product [NH2:1][C@@H:2]([CH2:19][C:20]1[CH:21]=[CH:22][C:23]([C:26]([F:28])([F:29])[F:27])=[CH:24][CH:25]=1)[CH2:3][NH:4][C:5]1[S:6][C:7]([C:10]2[CH:17]=[C:14]3[C:13](=[CH:12][CH:11]=2)[NH:31][N:30]=[C:15]3[NH2:16])=[CH:8][N:9]=1, predict the reactants needed to synthesize it. The reactants are: [NH2:1][C@@H:2]([CH2:19][C:20]1[CH:25]=[CH:24][C:23]([C:26]([F:29])([F:28])[F:27])=[CH:22][CH:21]=1)[CH2:3][NH:4][C:5]1[S:6][C:7]([C:10]2[CH:11]=[CH:12][C:13](F)=[C:14]([CH:17]=2)[C:15]#[N:16])=[CH:8][N:9]=1.[NH2:30][NH2:31]. (3) Given the product [C:50]([O:49][CH2:48][C:28]1[C:29]([N:34]2[CH2:46][CH2:45][N:37]3[C:38]4[CH2:39][CH2:40][CH2:41][CH2:42][C:43]=4[CH:44]=[C:36]3[C:35]2=[O:47])=[CH:30][C:31]([F:33])=[CH:32][C:27]=1[C:21]1[N:20]=[C:19]([NH:18][C:13]2[CH:14]=[C:15]3[C:10](=[CH:11][CH:12]=2)[CH2:9][NH:8][CH2:17][CH2:16]3)[C:24](=[O:25])[N:23]([CH3:26])[CH:22]=1)(=[O:52])[CH3:51], predict the reactants needed to synthesize it. The reactants are: C(OC([N:8]1[CH2:17][CH2:16][C:15]2[C:10](=[CH:11][CH:12]=[C:13]([NH:18][C:19]3[C:24](=[O:25])[N:23]([CH3:26])[CH:22]=[C:21]([C:27]4[CH:32]=[C:31]([F:33])[CH:30]=[C:29]([N:34]5[CH2:46][CH2:45][N:37]6[C:38]7[CH2:39][CH2:40][CH2:41][CH2:42][C:43]=7[CH:44]=[C:36]6[C:35]5=[O:47])[C:28]=4[CH2:48][O:49][C:50](=[O:52])[CH3:51])[N:20]=3)[CH:14]=2)[CH2:9]1)=O)(C)(C)C.Cl.